Dataset: Forward reaction prediction with 1.9M reactions from USPTO patents (1976-2016). Task: Predict the product of the given reaction. (1) Given the reactants Cl[C:2]1[N:3]=[C:4]([N:14]2[CH2:19][CH2:18][O:17][CH2:16][CH2:15]2)[C:5]2[CH2:10][N:9]([C:11](=[O:13])[CH3:12])[CH2:8][C:6]=2[N:7]=1.[CH:20]1([NH:23][C:24]([NH:26][C:27]2[CH:32]=[CH:31][C:30](B3OC(C)(C)C(C)(C)O3)=[C:29]([F:42])[CH:28]=2)=[O:25])[CH2:22][CH2:21]1, predict the reaction product. The product is: [C:11]([N:9]1[CH2:10][C:5]2[C:4]([N:14]3[CH2:19][CH2:18][O:17][CH2:16][CH2:15]3)=[N:3][C:2]([C:30]3[CH:31]=[CH:32][C:27]([NH:26][C:24]([NH:23][CH:20]4[CH2:22][CH2:21]4)=[O:25])=[CH:28][C:29]=3[F:42])=[N:7][C:6]=2[CH2:8]1)(=[O:13])[CH3:12]. (2) Given the reactants [CH3:1][C:2]([CH3:31])([CH3:30])[C:3]#[C:4][C:5]1[CH:18]=[CH:17][C:16]2[O:15][C:14]3[C:9](=[CH:10][C:11]([C:19]4[CH:20]=[N:21][CH:22]=[N:23][CH:24]=4)=[CH:12][CH:13]=3)[C@@:8]3([CH2:28][O:27][C:26]([NH2:29])=[N:25]3)[C:7]=2[CH:6]=1.[OH2:32], predict the reaction product. The product is: [NH2:29][C:26]1[O:27][CH2:28][C@@:8]2([N:25]=1)[C:7]1[CH:6]=[C:5]([C:4](=[O:32])[CH2:3][C:2]([CH3:31])([CH3:30])[CH3:1])[CH:18]=[CH:17][C:16]=1[O:15][C:14]1[C:9]2=[CH:10][C:11]([C:19]2[CH:20]=[N:21][CH:22]=[N:23][CH:24]=2)=[CH:12][CH:13]=1. (3) Given the reactants [CH3:1][O:2][C:3](=[O:13])[C:4]1[CH:9]=[CH:8][C:7]([CH2:10][CH2:11][OH:12])=[CH:6][CH:5]=1.[C:14]1(P([C:14]2[CH:19]=[CH:18][CH:17]=[CH:16][CH:15]=2)[C:14]2[CH:19]=[CH:18][CH:17]=[CH:16][CH:15]=2)[CH:19]=[CH:18][CH:17]=[CH:16][CH:15]=1.N(C(OCC)=O)=NC(OCC)=O.C1(O)C=CC=CC=1, predict the reaction product. The product is: [CH3:1][O:2][C:3](=[O:13])[C:4]1[CH:9]=[CH:8][C:7]([CH2:10][CH2:11][O:12][C:14]2[CH:19]=[CH:18][CH:17]=[CH:16][CH:15]=2)=[CH:6][CH:5]=1. (4) Given the reactants [NH2:1][C:2]1[CH:7]=[C:6]([O:8][CH3:9])[CH:5]=[CH:4][C:3]=1[NH:10][C:11](=S)[NH:12][C@H:13]([C:30]([O:32][C:33]([CH3:36])([CH3:35])[CH3:34])=[O:31])[CH2:14][C:15]1[CH:20]=[CH:19][C:18]([O:21][CH2:22][CH2:23][CH2:24][C:25]([O:27][CH2:28][CH3:29])=[O:26])=[CH:17][CH:16]=1, predict the reaction product. The product is: [CH2:28]([O:27][C:25](=[O:26])[CH2:24][CH2:23][CH2:22][O:21][C:18]1[CH:19]=[CH:20][C:15]([CH2:14][C@@H:13]([C:30]([O:32][C:33]([CH3:36])([CH3:35])[CH3:34])=[O:31])[NH:12][C:11]2[NH:10][C:3]3[CH:4]=[CH:5][C:6]([O:8][CH3:9])=[CH:7][C:2]=3[N:1]=2)=[CH:16][CH:17]=1)[CH3:29]. (5) Given the reactants CCOCC.[OH:6][C:7]1[CH:12]=[CH:11][CH:10]=[CH:9][C:8]=1[C:13]1[N:22]=[C:21]([N:23]2[CH2:27][CH2:26][C@@H:25]([NH:28][C:29](=[O:35])[O:30][CH2:31][CH2:32][O:33][CH3:34])[CH2:24]2)[C:20]2[C:15](=[CH:16][C:17]([CH3:36])=[CH:18][CH:19]=2)[N:14]=1.[ClH:37], predict the reaction product. The product is: [ClH:37].[OH:6][C:7]1[CH:12]=[CH:11][CH:10]=[CH:9][C:8]=1[C:13]1[N:22]=[C:21]([N:23]2[CH2:27][CH2:26][C@@H:25]([NH:28][C:29](=[O:35])[O:30][CH2:31][CH2:32][O:33][CH3:34])[CH2:24]2)[C:20]2[C:15](=[CH:16][C:17]([CH3:36])=[CH:18][CH:19]=2)[N:14]=1. (6) Given the reactants [BH-](OC(C)=O)(OC(C)=O)OC(C)=O.[Na+].[F:15][C:16]1[CH:17]=[CH:18][C:19]([CH:32]=O)=[C:20]([C:22]2[CH:23]=[CH:24][C:25]([C:28]([O:30][CH3:31])=[O:29])=[N:26][CH:27]=2)[CH:21]=1.[Br:34][C:35]1[CH:41]=[CH:40][C:38]([NH2:39])=[CH:37][C:36]=1[F:42].CC(O)=O, predict the reaction product. The product is: [Br:34][C:35]1[CH:41]=[CH:40][C:38]([NH:39][CH2:32][C:19]2[CH:18]=[CH:17][C:16]([F:15])=[CH:21][C:20]=2[C:22]2[CH:23]=[CH:24][C:25]([C:28]([O:30][CH3:31])=[O:29])=[N:26][CH:27]=2)=[CH:37][C:36]=1[F:42]. (7) Given the reactants [C:1]1([N:7]([C:56]2[CH:61]=[CH:60][CH:59]=[CH:58][CH:57]=2)[C:8]([C:10]2[C:18]3[C:13](=[CH:14][CH:15]=[CH:16][CH:17]=3)[N:12]([C:19]3[CH:45]=[C:44]([O:46][CH3:47])[C:43](OS(C(F)(F)F)(=O)=O)=[CH:42][C:20]=3[C:21]([N:23]3[C@H:32]([CH2:33][NH:34][C:35](=[O:41])[O:36][C:37]([CH3:40])([CH3:39])[CH3:38])[CH2:31][C:30]4[C:25](=[CH:26][CH:27]=[CH:28][CH:29]=4)[CH2:24]3)=[O:22])[CH:11]=2)=[O:9])[CH:6]=[CH:5][CH:4]=[CH:3][CH:2]=1.C([O-])(C)(C)C.[Na+].Cl.[O:69]([CH:76]1[CH2:79][NH:78][CH2:77]1)[C:70]1[CH:75]=[CH:74][CH:73]=[CH:72][CH:71]=1.C(OCC)(=O)C, predict the reaction product. The product is: [C:56]1([N:7]([C:1]2[CH:6]=[CH:5][CH:4]=[CH:3][CH:2]=2)[C:8]([C:10]2[C:18]3[C:13](=[CH:14][CH:15]=[CH:16][CH:17]=3)[N:12]([C:19]3[CH:45]=[C:44]([O:46][CH3:47])[C:43]([N:78]4[CH2:79][CH:76]([O:69][C:70]5[CH:71]=[CH:72][CH:73]=[CH:74][CH:75]=5)[CH2:77]4)=[CH:42][C:20]=3[C:21]([N:23]3[C@H:32]([CH2:33][NH:34][C:35](=[O:41])[O:36][C:37]([CH3:40])([CH3:39])[CH3:38])[CH2:31][C:30]4[C:25](=[CH:26][CH:27]=[CH:28][CH:29]=4)[CH2:24]3)=[O:22])[CH:11]=2)=[O:9])[CH:57]=[CH:58][CH:59]=[CH:60][CH:61]=1. (8) The product is: [CH2:20]([O:7][CH2:6][C:5]1[CH:8]=[C:9]([O:10][CH3:11])[C:2]([Br:1])=[C:3]([O:12][CH3:13])[CH:4]=1)[CH3:21]. Given the reactants [Br:1][C:2]1[C:9]([O:10][CH3:11])=[CH:8][C:5]([CH2:6][OH:7])=[CH:4][C:3]=1[O:12][CH3:13].[OH-].[Na+].S(OCC)(O[CH2:20][CH3:21])(=O)=O, predict the reaction product.